Dataset: Forward reaction prediction with 1.9M reactions from USPTO patents (1976-2016). Task: Predict the product of the given reaction. (1) Given the reactants Cl[C:2]1[N:7]2[N:8]=[C:9]([NH:11][C:12](=[O:19])[C:13]3[CH:18]=[CH:17][CH:16]=[N:15][CH:14]=3)[N:10]=[C:6]2[CH:5]=[C:4]([Cl:20])[CH:3]=1.[CH:21]1([NH2:26])[CH2:25][CH2:24][CH2:23][CH2:22]1, predict the reaction product. The product is: [Cl:20][C:4]1[CH:3]=[C:2]([NH:26][CH:21]2[CH2:25][CH2:24][CH2:23][CH2:22]2)[N:7]2[N:8]=[C:9]([NH:11][C:12](=[O:19])[C:13]3[CH:18]=[CH:17][CH:16]=[N:15][CH:14]=3)[N:10]=[C:6]2[CH:5]=1. (2) Given the reactants [CH2:1]([O:8][C:9]([C:11]1([NH:15]C(OC(C)(C)C)=O)[CH2:14][CH2:13][CH2:12]1)=[O:10])[C:2]1[CH:7]=[CH:6][CH:5]=[CH:4][CH:3]=1.C(O)(C(F)(F)F)=O, predict the reaction product. The product is: [CH2:1]([O:8][C:9]([C:11]1([NH2:15])[CH2:12][CH2:13][CH2:14]1)=[O:10])[C:2]1[CH:7]=[CH:6][CH:5]=[CH:4][CH:3]=1. (3) Given the reactants [CH:1]1([C:4]2[CH:9]=[CH:8][C:7]([F:10])=[C:6]([N+:11]([O-])=O)[CH:5]=2)[CH2:3][CH2:2]1, predict the reaction product. The product is: [CH:1]1([C:4]2[CH:9]=[CH:8][C:7]([F:10])=[C:6]([CH:5]=2)[NH2:11])[CH2:3][CH2:2]1. (4) The product is: [F:44][C:40]1[CH:41]=[CH:42][CH:43]=[C:2]([F:1])[C:3]=1[CH2:4][N:5]1[C:10]2[S:11][C:12]([C:20]3[CH:21]=[CH:22][C:23]([NH:26][C:27]([NH:29][CH2:30][CH3:31])=[O:28])=[CH:24][CH:25]=3)=[C:13]([CH2:14][N:15]([CH2:17][CH2:18][N:49]3[CH:50]=[CH:51][N:52]=[C:48]3[CH2:47][CH2:46][OH:45])[CH3:16])[C:9]=2[C:8](=[O:32])[N:7]([C:33]2[CH:38]=[CH:37][CH:36]=[CH:35][CH:34]=2)[C:6]1=[O:39]. Given the reactants [F:1][C:2]1[CH:43]=[CH:42][CH:41]=[C:40]([F:44])[C:3]=1[CH2:4][N:5]1[C:10]2[S:11][C:12]([C:20]3[CH:25]=[CH:24][C:23]([NH:26][C:27]([NH:29][CH2:30][CH3:31])=[O:28])=[CH:22][CH:21]=3)=[C:13]([CH2:14][N:15]([CH2:17][CH2:18]O)[CH3:16])[C:9]=2[C:8](=[O:32])[N:7]([C:33]2[CH:38]=[CH:37][CH:36]=[CH:35][CH:34]=2)[C:6]1=[O:39].[OH:45][CH2:46][CH2:47][C:48]1[NH:49][CH:50]=[CH:51][N:52]=1, predict the reaction product. (5) Given the reactants [CH3:1][O:2][C:3](=[O:22])[CH2:4][N:5]1[C:11](=[O:12])[C@@H:10]([NH2:13])[C:9]2[CH:14]=[CH:15][CH:16]=[CH:17][C:8]=2[C:7]2[CH:18]=[CH:19][CH:20]=[CH:21][C:6]1=2.[CH3:23][CH:24]([C:28]([NH:30][CH2:31][C:32]([F:38])([F:37])[C:33]([F:36])([F:35])[F:34])=[O:29])[C:25](O)=[O:26].ON1C2C=CC=CC=2N=N1.C(N(C(C)C)C(C)C)C.C(Cl)CCl, predict the reaction product. The product is: [CH3:1][O:2][C:3](=[O:22])[CH2:4][N:5]1[C:11](=[O:12])[C@@H:10]([NH:13][C:25](=[O:26])[CH:24]([C:28](=[O:29])[NH:30][CH2:31][C:32]([F:37])([F:38])[C:33]([F:34])([F:36])[F:35])[CH3:23])[C:9]2[CH:14]=[CH:15][CH:16]=[CH:17][C:8]=2[C:7]2[CH:18]=[CH:19][CH:20]=[CH:21][C:6]1=2.